From a dataset of Forward reaction prediction with 1.9M reactions from USPTO patents (1976-2016). Predict the product of the given reaction. Given the reactants [CH3:1][O:2][C:3]([C@@H:5]1[CH2:9][C@@H:8]([S:10]([C:13]2[CH:18]=[CH:17][CH:16]=[CH:15][CH:14]=2)(=[O:12])=[O:11])[CH2:7][N:6]1[C:19](=O)[CH2:20][C:21](=[O:23])[CH3:22])=[O:4].COC1C=CC(P2(SP(C3C=CC(OC)=CC=3)(=S)S2)=[S:34])=CC=1, predict the reaction product. The product is: [CH3:1][O:2][C:3]([C@@H:5]1[CH2:9][C@@H:8]([S:10]([C:13]2[CH:18]=[CH:17][CH:16]=[CH:15][CH:14]=2)(=[O:12])=[O:11])[CH2:7][N:6]1[C:19](=[S:34])[CH2:20][C:21](=[O:23])[CH3:22])=[O:4].